From a dataset of Catalyst prediction with 721,799 reactions and 888 catalyst types from USPTO. Predict which catalyst facilitates the given reaction. (1) Reactant: [F:1][C:2]1[CH:7]=[CH:6][C:5]([C:8]2[O:12][C:11]([CH:13]3[CH2:18][CH2:17][N:16]([CH2:19][C:20](O)=[O:21])[CH2:15][CH2:14]3)=[N:10][N:9]=2)=[CH:4][CH:3]=1.[NH2:23][CH2:24][C:25]1[NH:26][C:27](=[O:35])[C:28]2[CH2:34][O:33][CH2:32][CH2:31][C:29]=2[N:30]=1. Product: [F:1][C:2]1[CH:3]=[CH:4][C:5]([C:8]2[O:12][C:11]([CH:13]3[CH2:14][CH2:15][N:16]([CH2:19][C:20]([NH:23][CH2:24][C:25]4[NH:26][C:27](=[O:35])[C:28]5[CH2:34][O:33][CH2:32][CH2:31][C:29]=5[N:30]=4)=[O:21])[CH2:17][CH2:18]3)=[N:10][N:9]=2)=[CH:6][CH:7]=1. The catalyst class is: 10. (2) Reactant: [NH:1]1[CH2:6][CH2:5][C:4](=O)[CH2:3][CH2:2]1.Cl.[F:9][C:10]([F:20])([F:19])[C:11]1[CH:16]=[CH:15][CH:14]=[CH:13][C:12]=1[NH:17]N.B(F)(F)F.CCOCC. Product: [F:9][C:10]([F:19])([F:20])[C:11]1[C:12]2[NH:17][C:4]3[CH2:3][CH2:2][NH:1][CH2:6][C:5]=3[C:13]=2[CH:14]=[CH:15][CH:16]=1. The catalyst class is: 15.